The task is: Predict the reactants needed to synthesize the given product.. This data is from Full USPTO retrosynthesis dataset with 1.9M reactions from patents (1976-2016). (1) The reactants are: C(OC(=O)[NH:7][CH2:8][CH2:9][N:10]1[C:18]2[C:17]([NH:19][C:20]3[CH:25]=[CH:24][C:23]([O:26][C:27]4[CH:32]=[CH:31][CH:30]=[C:29]([C:33]5([C:36]#[N:37])[CH2:35][CH2:34]5)[CH:28]=4)=[C:22]([CH3:38])[CH:21]=3)=[N:16][CH:15]=[N:14][C:13]=2[CH:12]=[CH:11]1)(C)(C)C.[ClH:40]. Given the product [ClH:40].[ClH:40].[NH2:7][CH2:8][CH2:9][N:10]1[C:18]2[C:17]([NH:19][C:20]3[CH:25]=[CH:24][C:23]([O:26][C:27]4[CH:28]=[C:29]([C:33]5([C:36]#[N:37])[CH2:34][CH2:35]5)[CH:30]=[CH:31][CH:32]=4)=[C:22]([CH3:38])[CH:21]=3)=[N:16][CH:15]=[N:14][C:13]=2[CH:12]=[CH:11]1, predict the reactants needed to synthesize it. (2) Given the product [C:16]([C:18]1[CH:19]=[C:20]([C:28]([OH:30])=[O:29])[C:21]2[C:26]([CH:27]=1)=[CH:25][CH:24]=[CH:23][CH:22]=2)#[N:17], predict the reactants needed to synthesize it. The reactants are: COC(C1C2C(=CC=CC=2)C=C(Br)C=1)=O.[C:16]([C:18]1[CH:19]=[C:20]([C:28]([O:30]C)=[O:29])[C:21]2[C:26]([CH:27]=1)=[CH:25][CH:24]=[CH:23][CH:22]=2)#[N:17].[Li+].[OH-]. (3) Given the product [Na+:22].[S:12]1[C:13]2[CH:19]=[CH:18][CH:17]=[CH:16][C:14]=2[CH:15]=[C:11]1[CH2:10][C:5]([CH3:9])([C:6]([NH-:8])=[O:7])[C:4]([NH-:3])=[O:20].[Na+:22], predict the reactants needed to synthesize it. The reactants are: C([NH:3][C:4](=[O:20])[C:5]([CH2:10][C:11]1[S:12][C:13]2[CH:19]=[CH:18][CH:17]=[CH:16][C:14]=2[CH:15]=1)([CH3:9])[C:6]([NH2:8])=[O:7])C.[OH-].[Na+:22]. (4) Given the product [F:25][C:23]1[CH:24]=[C:16]([N:12]2[CH2:11][C@H:10]([CH2:9][NH:8][C:1](=[O:3])[CH3:2])[O:14][C:13]2=[O:15])[CH:17]=[C:18]2[C:22]=1[N:21]([CH2:26][CH2:27][CH3:28])[C:20](=[O:29])[CH2:19]2, predict the reactants needed to synthesize it. The reactants are: [C:1](OC(=O)C)(=[O:3])[CH3:2].[NH2:8][CH2:9][C@H:10]1[O:14][C:13](=[O:15])[N:12]([C:16]2[CH:17]=[C:18]3[C:22](=[C:23]([F:25])[CH:24]=2)[N:21]([CH2:26][CH2:27][CH3:28])[C:20](=[O:29])[CH2:19]3)[CH2:11]1.C(N(CC)C(C)C)(C)C. (5) Given the product [F:49][C:36]1[CH:35]=[CH:34][C:33]([O:32][C:29]2[CH:30]=[CH:31][C:26]3[N:27]([CH:50]=[C:24]([NH:23][C:7]([CH:3]4[C:4]([CH3:5])([CH3:6])[C:2]4([CH3:1])[CH3:10])=[O:9])[N:25]=3)[N:28]=2)=[CH:38][C:37]=1[NH:39][C:40]([C:42]1[N:46]([CH3:47])[N:45]=[C:44]([CH3:48])[CH:43]=1)=[O:41], predict the reactants needed to synthesize it. The reactants are: [CH3:1][C:2]1([CH3:10])[C:4]([CH3:6])([CH3:5])[CH:3]1[C:7]([OH:9])=O.CN(C)C=O.C(Cl)(=O)C(Cl)=O.Cl.[NH2:23][C:24]1[N:25]=[C:26]2[CH:31]=[CH:30][C:29]([O:32][C:33]3[CH:34]=[CH:35][C:36]([F:49])=[C:37]([NH:39][C:40]([C:42]4[N:46]([CH3:47])[N:45]=[C:44]([CH3:48])[CH:43]=4)=[O:41])[CH:38]=3)=[N:28][N:27]2[CH:50]=1.C(=O)([O-])O.[Na+]. (6) Given the product [N:3]1[C:11]2[CH2:10][CH2:9][N:8]([C:25]([O:24][CH2:17][C:18]3[CH:23]=[CH:22][CH:21]=[CH:20][CH:19]=3)=[O:26])[CH2:7][C:6]=2[NH:5][CH:4]=1, predict the reactants needed to synthesize it. The reactants are: Cl.Cl.[N:3]1[C:11]2[CH2:10][CH2:9][NH:8][CH2:7][C:6]=2[NH:5][CH:4]=1.C([O-])(O)=O.[Na+].[CH2:17]([O:24][C:25](ON1C(=O)CCC1=O)=[O:26])[C:18]1[CH:23]=[CH:22][CH:21]=[CH:20][CH:19]=1. (7) Given the product [NH2:30][CH2:31][CH2:32][NH:33][C:12]1[N:13]=[C:8]([C:3]2[CH:4]=[CH:5][CH:6]=[CH:7][C:2]=2[Cl:1])[C:9]2[CH:21]=[CH:20][C:19](=[O:22])[N:18]([C:23]3[CH:28]=[CH:27][CH:26]=[CH:25][C:24]=3[Cl:29])[C:10]=2[N:11]=1, predict the reactants needed to synthesize it. The reactants are: [Cl:1][C:2]1[CH:7]=[CH:6][CH:5]=[CH:4][C:3]=1[C:8]1[C:9]2[CH:21]=[CH:20][C:19](=[O:22])[N:18]([C:23]3[CH:28]=[CH:27][CH:26]=[CH:25][C:24]=3[Cl:29])[C:10]=2[N:11]=[C:12](S(C)(=O)=O)[N:13]=1.[NH2:30][CH2:31][CH2:32][NH2:33]. (8) Given the product [CH3:25][O:26][C:7]1[CH:8]=[CH:3][C:4]2[NH:9][C:10]3[C:11](=[CH:15][CH:16]=[CH:17][CH:18]=3)[C:12](=[O:14])[C:5]=2[CH:6]=1, predict the reactants needed to synthesize it. The reactants are: CO[C:3]1[CH:8]=[CH:7][CH:6]=[CH:5][C:4]=1[NH:9][C:10]1[C:11](=[CH:15][CH:16]=[CH:17][CH:18]=1)[C:12]([OH:14])=O.N[C@H]([C:25](C(OCC1C=CC=CC=1)=O)=[O:26])CCSC.C(=O)([O-])[O-].[Na+].[Na+].